Dataset: Catalyst prediction with 721,799 reactions and 888 catalyst types from USPTO. Task: Predict which catalyst facilitates the given reaction. (1) Reactant: [CH:1]1([C:4]2[C:5](O)=[N:6][C:7]3[C:12]([CH:13]=2)=[CH:11][CH:10]=[CH:9][N:8]=3)[CH2:3][CH2:2]1.O=P(Cl)(Cl)[Cl:17]. Product: [Cl:17][C:5]1[C:4]([CH:1]2[CH2:3][CH2:2]2)=[CH:13][C:12]2[C:7](=[N:8][CH:9]=[CH:10][CH:11]=2)[N:6]=1. The catalyst class is: 3. (2) Reactant: C(OC(=O)[NH:7][CH2:8][C@H:9]1[CH2:13][CH2:12][N:11]([C:14]2[CH:19]=[CH:18][C:17]([N+:20]([O-:22])=[O:21])=[CH:16][C:15]=2[Cl:23])[CH2:10]1)(C)(C)C.FC(F)(F)C(O)=O.Cl. Product: [Cl:23][C:15]1[CH:16]=[C:17]([N+:20]([O-:22])=[O:21])[CH:18]=[CH:19][C:14]=1[N:11]1[CH2:12][CH2:13][C@H:9]([CH2:8][NH2:7])[CH2:10]1. The catalyst class is: 269. (3) Reactant: [CH3:1][N:2]([C:4](=O)[C:5]1[CH:10]=[CH:9][CH:8]=[CH:7][CH:6]=1)[NH2:3].C1C=CC(P2([Se]P(C3C=CC=CC=3)(=[Se])[Se]2)=[Se:19])=CC=1. Product: [CH3:1][N:2]([C:4](=[Se:19])[C:5]1[CH:10]=[CH:9][CH:8]=[CH:7][CH:6]=1)[NH2:3]. The catalyst class is: 11. (4) Reactant: [Cl:1][C:2]1[CH:3]=[CH:4][C:5]([O:26][CH2:27][CH:28]([CH3:30])[CH3:29])=[C:6]([CH2:8][N:9]2[C:13]([CH3:14])=[CH:12][C:11]([C:15]([NH:17][C:18]3[CH:23]=[CH:22][C:21]([CH2:24][OH:25])=[CH:20][CH:19]=3)=[O:16])=[N:10]2)[CH:7]=1. Product: [Cl:1][C:2]1[CH:3]=[CH:4][C:5]([O:26][CH2:27][CH:28]([CH3:30])[CH3:29])=[C:6]([CH2:8][N:9]2[C:13]([CH3:14])=[CH:12][C:11]([C:15]([NH:17][C:18]3[CH:23]=[CH:22][C:21]([CH:24]=[O:25])=[CH:20][CH:19]=3)=[O:16])=[N:10]2)[CH:7]=1. The catalyst class is: 4.